This data is from Forward reaction prediction with 1.9M reactions from USPTO patents (1976-2016). The task is: Predict the product of the given reaction. (1) Given the reactants F[C:2]1[C:3]([CH:8]=[O:9])=[N:4][CH:5]=[CH:6][CH:7]=1.[CH2:10]([O:12][C:13](=[O:25])[CH2:14][C@H:15]1[CH2:20][CH2:19][C@H:18]([CH2:21][NH:22][CH2:23][CH3:24])[CH2:17][CH2:16]1)[CH3:11].C(=O)([O-])[O-].[K+].[K+].C1(C)C=CC=CC=1, predict the reaction product. The product is: [CH2:23]([N:22]([CH2:21][C@H:18]1[CH2:19][CH2:20][C@H:15]([CH2:14][C:13]([O:12][CH2:10][CH3:11])=[O:25])[CH2:16][CH2:17]1)[C:2]1[C:3]([CH:8]=[O:9])=[N:4][CH:5]=[CH:6][CH:7]=1)[CH3:24]. (2) Given the reactants [F:1][C:2]1[CH:12]=[CH:11]C(O[C@H](C)CO)=[CH:4][CH:3]=1.[C:13]1(P(C2C=CC=CC=2)C2C=CC=CC=2)[CH:18]=CC=C[CH:14]=1.[Br:32]Br.C(OCC)(=O)C.CN(C)[CH:42]=[O:43], predict the reaction product. The product is: [Br:32][C@@H:14]([O:43][C:42]1[CH:4]=[CH:3][C:2]([F:1])=[CH:12][CH:11]=1)[CH2:13][CH3:18]. (3) Given the reactants [NH2:1][CH2:2][CH2:3][CH2:4][CH2:5][CH2:6][CH2:7][NH:8][C:9](=[O:15])[O:10][C:11]([CH3:14])([CH3:13])[CH3:12].C(N(CC)CC)C.[N+:23]([C:26]1[CH:31]=[CH:30][CH:29]=[CH:28][C:27]=1[S:32](Cl)(=[O:34])=[O:33])([O-:25])=[O:24].C(OCC)(=O)C, predict the reaction product. The product is: [N+:23]([C:26]1[CH:31]=[CH:30][CH:29]=[CH:28][C:27]=1[S:32]([NH:1][CH2:2][CH2:3][CH2:4][CH2:5][CH2:6][CH2:7][NH:8][C:9](=[O:15])[O:10][C:11]([CH3:12])([CH3:14])[CH3:13])(=[O:34])=[O:33])([O-:25])=[O:24]. (4) Given the reactants [CH3:1][CH2:2][CH2:3][CH2:4][CH2:5][C@H:6](O)/[CH:7]=[CH:8]/[C@H:9]1[O:15][C@@H:13]2O[C@@H:11]([CH2:12]2)[C@@H:10]1[CH2:16]/[CH:17]=[CH:18]\[CH2:19][CH2:20][CH2:21][C:22](O)=O.CCCCC[C@H](O)/C=C/[C@H]1OC(O)C[C@H](O)[C@@H]1C/C=C\CCCC(O)=O, predict the reaction product. The product is: [CH3:22][CH2:21][CH2:20][CH2:19][CH2:18][CH2:17][CH2:16][C@@H:10]1[C@@H:9]([CH2:8][CH2:7][CH2:6][CH2:5][CH2:4][CH2:3][CH2:2][CH3:1])[O:15][CH2:13][CH2:12][CH2:11]1. (5) Given the reactants [C:1]1(=[O:11])[C:10]2[C:5](=[CH:6][CH:7]=[CH:8][CH:9]=2)[CH2:4][CH2:3][CH2:2]1.[Br:12][C:13]1[CH:14]=[C:15]([CH:18]=[CH:19][CH:20]=1)[CH:16]=O.[OH-].[K+], predict the reaction product. The product is: [Br:12][C:13]1[CH:14]=[C:15]([CH:18]=[CH:19][CH:20]=1)/[CH:16]=[C:2]1/[C:1](=[O:11])[C:10]2[C:5]([CH2:4][CH2:3]/1)=[CH:6][CH:7]=[CH:8][CH:9]=2. (6) Given the reactants C(OC(N1CCC([CH2:14][NH:15][C:16]2[N:21]3[N:22]=[CH:23][C:24]([Br:25])=[C:20]3[N:19]=[C:18]([C:26]3[CH:31]=[CH:30][CH:29]=[CH:28][C:27]=3[Cl:32])[CH:17]=2)CC1)=O)(C)(C)C.S(=O)(=O)(O)O.O1[CH2:43][CH2:42]OCC1, predict the reaction product. The product is: [Br:25][C:24]1[CH:23]=[N:22][N:21]2[C:16]([N:15]([CH:43]3[CH2:42][CH2:14][NH:15][CH2:16][CH2:17]3)[CH3:14])=[CH:17][C:18]([C:26]3[CH:31]=[CH:30][CH:29]=[CH:28][C:27]=3[Cl:32])=[N:19][C:20]=12.